Dataset: Full USPTO retrosynthesis dataset with 1.9M reactions from patents (1976-2016). Task: Predict the reactants needed to synthesize the given product. (1) Given the product [CH:37]1([CH2:36][N:30]2[CH2:29][CH2:28][C:27]3[C:32](=[CH:33][CH:34]=[CH:35][C:26]=3[NH:25][CH2:24][C:23]([N:11]([CH2:10][CH2:9][NH:7][CH3:6])[CH2:12][C:13]3[CH:18]=[CH:17][CH:16]=[CH:15][C:14]=3[C:19]([F:20])([F:21])[F:22])=[O:40])[CH2:31]2)[CH2:38][CH2:39]1, predict the reactants needed to synthesize it. The reactants are: C(O[C:6](=O)[N:7]([CH2:9][CH2:10][N:11]([C:23](=[O:40])[CH2:24][NH:25][C:26]1[CH:35]=[CH:34][CH:33]=[C:32]2[C:27]=1[CH2:28][CH2:29][N:30]([CH2:36][CH:37]1[CH2:39][CH2:38]1)[CH2:31]2)[CH2:12][C:13]1[CH:18]=[CH:17][CH:16]=[CH:15][C:14]=1[C:19]([F:22])([F:21])[F:20])C)(C)(C)C.C(O)(C(F)(F)F)=O.C([O-])(O)=O.[Na+]. (2) Given the product [C:1]([O:5][C:6]([N:8]1[C:16]2[C:11](=[CH:12][C:13]([N+:17]([O-:19])=[O:18])=[CH:14][CH:15]=2)[C:10]([C:33]#[C:32][Si:29]([CH3:31])([CH3:30])[CH3:28])=[N:9]1)=[O:7])([CH3:4])([CH3:3])[CH3:2], predict the reactants needed to synthesize it. The reactants are: [C:1]([O:5][C:6]([N:8]1[C:16]2[C:11](=[CH:12][C:13]([N+:17]([O-:19])=[O:18])=[CH:14][CH:15]=2)[C:10](Br)=[N:9]1)=[O:7])([CH3:4])([CH3:3])[CH3:2].C(N(CC)CC)C.[CH3:28][Si:29]([C:32]#[CH:33])([CH3:31])[CH3:30]. (3) The reactants are: [C:1]([N:8]1[CH2:11][C:10](=[O:12])[CH2:9]1)([O:3][C:4]([CH3:7])([CH3:6])[CH3:5])=[O:2].[CH3:13][C:14]#[C:15]C.[C:17]1(C)C=CC=CC=1. Given the product [CH3:13][C:14]1[CH2:15][N:8]([C:1]([O:3][C:4]([CH3:5])([CH3:6])[CH3:7])=[O:2])[CH2:11][C:10](=[O:12])[C:9]=1[CH3:17], predict the reactants needed to synthesize it. (4) The reactants are: [OH:1][C:2]1[CH:11]=[CH:10][C:9]2[O:8][C:7](=[O:12])[CH:6]=[CH:5][C:4]=2[C:3]=1[C:13]([O:15][CH3:16])=[O:14].CCN(C(C)C)C(C)C.[CH3:26][O:27][CH2:28]Cl.O. Given the product [CH3:26][O:27][CH2:28][O:1][C:2]1[CH:11]=[CH:10][C:9]2[O:8][C:7](=[O:12])[CH:6]=[CH:5][C:4]=2[C:3]=1[C:13]([O:15][CH3:16])=[O:14], predict the reactants needed to synthesize it. (5) The reactants are: [C:1]([O:5][C:6]([NH:8][O:9][C:10]([O:12][CH2:13][CH2:14][O:15][CH2:16][CH2:17][O:18][CH3:19])=[O:11])=[O:7])([CH3:4])([CH3:3])[CH3:2].[CH3:20][S:21]([C:24]1[CH:29]=[CH:28][CH:27]=[CH:26][C:25]=1[S:30](Cl)(=[O:32])=[O:31])(=[O:23])=[O:22]. Given the product [C:1]([O:5][C:6]([N:8]([O:9][C:10]([O:12][CH2:13][CH2:14][O:15][CH2:16][CH2:17][O:18][CH3:19])=[O:11])[S:30]([C:25]1[CH:26]=[CH:27][CH:28]=[CH:29][C:24]=1[S:21]([CH3:20])(=[O:23])=[O:22])(=[O:32])=[O:31])=[O:7])([CH3:4])([CH3:3])[CH3:2], predict the reactants needed to synthesize it.